The task is: Predict the product of the given reaction.. This data is from Forward reaction prediction with 1.9M reactions from USPTO patents (1976-2016). The product is: [Br:25][C:13]1[N:12]([C:16]2[CH:21]=[CH:20][CH:19]=[CH:18][C:17]=2[CH3:22])[C:10]2=[N:11][C:6]([OH:5])=[CH:7][CH:8]=[C:9]2[N:14]=1. Given the reactants CS([O:5][C:6]1[N:11]=[C:10]2[N:12]([C:16]3[CH:21]=[CH:20][CH:19]=[CH:18][C:17]=3[CH3:22])[C:13](O)=[N:14][C:9]2=[CH:8][CH:7]=1)(=O)=O.P(Br)(Br)([Br:25])=O, predict the reaction product.